From a dataset of Peptide-MHC class II binding affinity with 134,281 pairs from IEDB. Regression. Given a peptide amino acid sequence and an MHC pseudo amino acid sequence, predict their binding affinity value. This is MHC class II binding data. (1) The binding affinity (normalized) is 0.314. The MHC is HLA-DPA10103-DPB10401 with pseudo-sequence HLA-DPA10103-DPB10401. The peptide sequence is EELKSLNSVQAQYA. (2) The peptide sequence is AFFVAATAANAAPAN. The MHC is DRB1_1001 with pseudo-sequence DRB1_1001. The binding affinity (normalized) is 0.801.